From a dataset of Reaction yield outcomes from USPTO patents with 853,638 reactions. Predict the reaction yield, written as a fraction of the theoretical maximum amount of product (1.0 means a 100% yield; for example, 0.34 means a 34% yield). The reactants are [CH2:1]([C:3]1([CH2:11][O:12][CH3:13])[CH2:8][O:7][C:6]([CH3:10])([CH3:9])[O:5][CH2:4]1)[CH3:2].[CH2:14](OCC)C.C[Mg]I.[Cl-].[NH4+]. The catalyst is C1(C)C=CC=CC=1. The product is [C:6]([O:7][CH2:8][C:3]([CH2:11][O:12][CH3:13])([CH2:1][CH3:2])[CH2:4][OH:5])([CH3:14])([CH3:10])[CH3:9]. The yield is 0.750.